The task is: Regression. Given two drug SMILES strings and cell line genomic features, predict the synergy score measuring deviation from expected non-interaction effect.. This data is from NCI-60 drug combinations with 297,098 pairs across 59 cell lines. (1) Drug 1: CCC1(CC2CC(C3=C(CCN(C2)C1)C4=CC=CC=C4N3)(C5=C(C=C6C(=C5)C78CCN9C7C(C=CC9)(C(C(C8N6C=O)(C(=O)OC)O)OC(=O)C)CC)OC)C(=O)OC)O.OS(=O)(=O)O. Drug 2: CN1C2=C(C=C(C=C2)N(CCCl)CCCl)N=C1CCCC(=O)O.Cl. Cell line: SF-539. Synergy scores: CSS=0.673, Synergy_ZIP=0.913, Synergy_Bliss=0.663, Synergy_Loewe=-0.470, Synergy_HSA=-1.14. (2) Drug 1: COC1=CC(=CC(=C1O)OC)C2C3C(COC3=O)C(C4=CC5=C(C=C24)OCO5)OC6C(C(C7C(O6)COC(O7)C8=CC=CS8)O)O. Drug 2: C1=CN(C(=O)N=C1N)C2C(C(C(O2)CO)O)O.Cl. Cell line: CCRF-CEM. Synergy scores: CSS=80.3, Synergy_ZIP=-0.736, Synergy_Bliss=-0.737, Synergy_Loewe=1.15, Synergy_HSA=3.35. (3) Drug 1: CC1=C(N=C(N=C1N)C(CC(=O)N)NCC(C(=O)N)N)C(=O)NC(C(C2=CN=CN2)OC3C(C(C(C(O3)CO)O)O)OC4C(C(C(C(O4)CO)O)OC(=O)N)O)C(=O)NC(C)C(C(C)C(=O)NC(C(C)O)C(=O)NCCC5=NC(=CS5)C6=NC(=CS6)C(=O)NCCC[S+](C)C)O. Drug 2: CN(C(=O)NC(C=O)C(C(C(CO)O)O)O)N=O. Cell line: HCC-2998. Synergy scores: CSS=4.20, Synergy_ZIP=-6.58, Synergy_Bliss=-9.00, Synergy_Loewe=-17.2, Synergy_HSA=-12.3. (4) Cell line: OVCAR-5. Drug 2: C1CC(C1)(C(=O)O)C(=O)O.[NH2-].[NH2-].[Pt+2]. Drug 1: C1CC(=O)NC(=O)C1N2CC3=C(C2=O)C=CC=C3N. Synergy scores: CSS=10.5, Synergy_ZIP=-5.65, Synergy_Bliss=-1.95, Synergy_Loewe=-1.01, Synergy_HSA=-0.918.